Dataset: Catalyst prediction with 721,799 reactions and 888 catalyst types from USPTO. Task: Predict which catalyst facilitates the given reaction. (1) Reactant: [N:1]1([CH:6]([C:8]2[CH:16]=[CH:15][C:11]([C:12]([O-])=[O:13])=[CH:10][CH:9]=2)[CH3:7])[CH:5]=[CH:4][CH:3]=[N:2]1.N1(C(C2C=CC(C(OC)=O)=CC=2)C)C=CC=N1. Product: [N:1]1([CH:6]([C:8]2[CH:16]=[CH:15][C:11]([CH2:12][OH:13])=[CH:10][CH:9]=2)[CH3:7])[CH:5]=[CH:4][CH:3]=[N:2]1. The catalyst class is: 1. (2) Reactant: [Si:1]([O:8][C@@H:9]1[C@@H:14](C(O)=O)[CH2:13][C@H:12]2[C@@H:10]1[CH2:11]2)([C:4]([CH3:7])([CH3:6])[CH3:5])([CH3:3])[CH3:2].C([N:20]([CH2:23]C)CC)C.[CH2:25]([OH:32])[C:26]1[CH:31]=[CH:30][CH:29]=[CH:28][CH:27]=1.C1(P(N=[N+]=[N-])(C2C=CC=CC=2)=[O:40])C=CC=CC=1. Product: [Si:1]([O:8][C@@H:9]1[C@@H:14]([NH:20][C:23](=[O:40])[O:32][CH2:25][C:26]2[CH:31]=[CH:30][CH:29]=[CH:28][CH:27]=2)[CH2:13][C@H:12]2[C@@H:10]1[CH2:11]2)([C:4]([CH3:5])([CH3:6])[CH3:7])([CH3:2])[CH3:3]. The catalyst class is: 133. (3) Reactant: [Cl-].O[NH3+:3].[C:4](=[O:7])([O-])[OH:5].[Na+].CS(C)=O.[CH2:13]([C:15]1[S:51][C:18]2[N:19]([CH2:36][C:37]3[CH:42]=[CH:41][C:40]([C:43]4[C:44]([C:49]#[N:50])=[CH:45][CH:46]=[CH:47][CH:48]=4)=[CH:39][CH:38]=3)[C:20](=[O:35])[N:21]([CH2:24][C:25]([C:27]3[CH:32]=[CH:31][C:30]([CH2:33][CH3:34])=[CH:29][CH:28]=3)=[O:26])[C:22](=[O:23])[C:17]=2[CH:16]=1)[CH3:14]. Product: [CH2:13]([C:15]1[S:51][C:18]2[N:19]([CH2:36][C:37]3[CH:42]=[CH:41][C:40]([C:43]4[CH:48]=[CH:47][CH:46]=[CH:45][C:44]=4[C:49]4[NH:3][C:4](=[O:7])[O:5][N:50]=4)=[CH:39][CH:38]=3)[C:20](=[O:35])[N:21]([CH2:24][C:25]([C:27]3[CH:28]=[CH:29][C:30]([CH2:33][CH3:34])=[CH:31][CH:32]=3)=[O:26])[C:22](=[O:23])[C:17]=2[CH:16]=1)[CH3:14]. The catalyst class is: 22. (4) Product: [F:1][C:2]([F:21])([F:22])[C:3]1[CH:20]=[CH:19][C:6]([CH2:7][NH:8][C:9]([C:10]2[C:11]3[NH:17][C:25](=[O:26])[CH2:24][O:16][C:12]=3[CH:13]=[CH:14][CH:15]=2)=[O:18])=[CH:5][CH:4]=1. Reactant: [F:1][C:2]([F:22])([F:21])[C:3]1[CH:20]=[CH:19][C:6]([CH2:7][NH:8][C:9](=[O:18])[C:10]2[CH:15]=[CH:14][CH:13]=[C:12]([OH:16])[C:11]=2[NH2:17])=[CH:5][CH:4]=1.Cl[CH2:24][C:25](Cl)=[O:26].C([O-])([O-])=O.[K+].[K+]. The catalyst class is: 3. (5) Reactant: [OH:1][C@H:2]1[CH2:19][CH2:18][C@@:17]2([CH3:20])[C@@H:4]([CH2:5][CH2:6][C@:7]3([CH3:45])[C@@H:16]2[CH2:15][CH2:14][C@H:13]2[C@@:8]3([CH3:44])[CH2:9][CH2:10][C@@:11]3([C:27]([C@@H:29]4[CH2:33][CH2:32][C@H:31]([CH2:34][N:35]5[CH2:40][CH2:39][CH:38]([C:41]([OH:43])=[O:42])[CH2:37][CH2:36]5)[CH2:30]4)=[O:28])[CH2:23][CH2:22][C@@H:21]([C:24]([CH3:26])=[CH2:25])[C@@H:12]32)[C:3]1([CH3:47])[CH3:46].N1C=CC=CC=1.[CH3:54][C:55]1([CH3:62])[CH2:59][C:58](=[O:60])[O:57][C:56]1=[O:61]. Product: [C:56]([C:55]([CH3:62])([CH3:54])[CH2:59][C:58]([O:1][C@H:2]1[CH2:19][CH2:18][C@@:17]2([CH3:20])[C@@H:4]([CH2:5][CH2:6][C@:7]3([CH3:45])[C@@H:16]2[CH2:15][CH2:14][C@H:13]2[C@@:8]3([CH3:44])[CH2:9][CH2:10][C@@:11]3([C:27]([C@@H:29]4[CH2:33][CH2:32][C@H:31]([CH2:34][N:35]5[CH2:36][CH2:37][CH:38]([C:41]([OH:43])=[O:42])[CH2:39][CH2:40]5)[CH2:30]4)=[O:28])[CH2:23][CH2:22][C@@H:21]([C:24]([CH3:26])=[CH2:25])[C@@H:12]32)[C:3]1([CH3:47])[CH3:46])=[O:60])([OH:61])=[O:57]. The catalyst class is: 13.